Dataset: Full USPTO retrosynthesis dataset with 1.9M reactions from patents (1976-2016). Task: Predict the reactants needed to synthesize the given product. (1) Given the product [C:38]([N:28]1[CH2:29][CH2:30][CH:25]([O:24][C:20]2[CH:19]=[C:18]([N:15]3[CH2:14][C@H:13]4[N:9]([CH2:10][CH2:11][CH2:12]4)[C:8]4[N:31]=[C:4]([NH:3][CH2:1][CH3:2])[N:5]=[CH:6][C:7]=4[C:16]3=[O:17])[CH:23]=[CH:22][CH:21]=2)[CH2:26][CH2:27]1)(=[O:40])[CH3:39], predict the reactants needed to synthesize it. The reactants are: [CH2:1]([NH:3][C:4]1[N:5]=[CH:6][C:7]2[C:16](=[O:17])[N:15]([C:18]3[CH:23]=[CH:22][CH:21]=[C:20]([O:24][CH:25]4[CH2:30][CH2:29][NH:28][CH2:27][CH2:26]4)[CH:19]=3)[CH2:14][C@H:13]3[N:9]([CH2:10][CH2:11][CH2:12]3)[C:8]=2[N:31]=1)[CH3:2].N1C=CC=CC=1.[C:38](Cl)(=[O:40])[CH3:39].C(=O)(O)[O-].[Na+]. (2) The reactants are: Cl[C:2]1[C:3]([C:11]([OH:13])=[O:12])=[CH:4][N:5]([CH3:10])[C:6](=[O:9])[C:7]=1[CH3:8].[Br:14][C:15]1[CH:21]=[CH:20][C:18]([NH2:19])=[C:17]([Cl:22])[CH:16]=1. Given the product [Br:14][C:15]1[CH:21]=[CH:20][C:18]([NH:19][C:2]2[C:3]([C:11]([OH:13])=[O:12])=[CH:4][N:5]([CH3:10])[C:6](=[O:9])[C:7]=2[CH3:8])=[C:17]([Cl:22])[CH:16]=1, predict the reactants needed to synthesize it. (3) Given the product [C:45]([O:44][C:42]([N:12]1[CH2:13][CH:14]2[N:9]([C:7]([O:6][C:3]([CH3:5])([CH3:4])[CH3:2])=[O:8])[CH:10]([CH2:17][C:16]([C:18]3[O:22][N:21]=[C:20]([CH2:23][CH2:24][CH2:25][O:59][C:54]4[C:55]([F:58])=[CH:56][CH:57]=[C:52]([Cl:51])[C:53]=4[F:60])[CH:19]=3)=[C:15]2[C:27](=[O:41])[N:28]([CH:38]2[CH2:39][CH2:40]2)[CH2:29][C:30]2[CH:35]=[CH:34][CH:33]=[C:32]([Cl:36])[C:31]=2[Cl:37])[CH2:11]1)=[O:43])([CH3:46])([CH3:47])[CH3:48], predict the reactants needed to synthesize it. The reactants are: Cl[C:2](Cl)(Cl)[C:3]([O:6][C:7]([N:9]1[CH:14]2[C:15]([C:27](=[O:41])[N:28]([CH:38]3[CH2:40][CH2:39]3)[CH2:29][C:30]3[CH:35]=[CH:34][CH:33]=[C:32]([Cl:36])[C:31]=3[Cl:37])=[C:16]([C:18]3[O:22][N:21]=[C:20]([CH2:23][CH2:24][CH2:25]O)[CH:19]=3)[CH2:17][CH:10]1[CH2:11][N:12]([C:42]([O:44][C:45]([CH3:48])([CH3:47])[CH3:46])=[O:43])[CH2:13]2)=[O:8])([CH3:5])[CH3:4].[Cl:51][C:52]1[C:53]([F:60])=[C:54]([OH:59])[C:55]([F:58])=[CH:56][CH:57]=1. (4) The reactants are: [I-].C([N+]1(C)[CH2:14][CH2:13][C:12](=[O:15])[CH:11]([CH2:16][CH2:17][CH2:18][CH3:19])[CH2:10]1)C1C=CC=CC=1.[CH3:21][O:22][C:23]1[CH:24]=[C:25]([CH:27]=[C:28]([O:32][CH3:33])[C:29]=1[O:30][CH3:31])[NH2:26].C(=O)([O-])[O-].[K+].[K+]. Given the product [CH2:16]([CH:11]1[C:12](=[O:15])[CH2:13][CH2:14][N:26]([C:25]2[CH:27]=[C:28]([O:32][CH3:33])[C:29]([O:30][CH3:31])=[C:23]([O:22][CH3:21])[CH:24]=2)[CH2:10]1)[CH2:17][CH2:18][CH3:19], predict the reactants needed to synthesize it. (5) Given the product [C:1]([N:3]=[C:4]([N:13]1[CH2:14][CH2:15][N:16]([C:20]2[CH:29]=[N:28][C:27]3[C:22](=[CH:23][CH:24]=[CH:25][CH:26]=3)[N:21]=2)[CH2:17][CH2:18]1)[NH:5][C:6]1[CH:11]=[CH:10][CH:9]=[CH:8][C:7]=1[CH3:12])#[N:2], predict the reactants needed to synthesize it. The reactants are: [C:1]([N:3]=[C:4]([N:13]1[CH2:18][CH2:17][NH:16][CH2:15][CH2:14]1)[NH:5][C:6]1[CH:11]=[CH:10][CH:9]=[CH:8][C:7]=1[CH3:12])#[N:2].Cl[C:20]1[CH:29]=[N:28][C:27]2[C:22](=[CH:23][CH:24]=[CH:25][CH:26]=2)[N:21]=1.C(=O)([O-])[O-].[Cs+].[Cs+].CN(C)C=O. (6) Given the product [C:1]1([C:7]2([CH3:18])[C:12](=[O:13])[N:11]([CH2:14][CH3:15])[C:10](=[O:16])[N:9]([CH2:20][C:21]([C:23]3[CH:28]=[CH:27][CH:26]=[C:25]([O:29][CH3:30])[CH:24]=3)=[O:22])[C:8]2=[O:17])[CH2:6][CH2:5][CH2:4][CH2:3][CH:2]=1, predict the reactants needed to synthesize it. The reactants are: [C:1]1([C:7]2([CH3:18])[C:12](=[O:13])[N:11]([CH2:14][CH3:15])[C:10](=[O:16])[NH:9][C:8]2=[O:17])[CH2:6][CH2:5][CH2:4][CH2:3][CH:2]=1.Br[CH2:20][C:21]([C:23]1[CH:28]=[CH:27][CH:26]=[C:25]([O:29][CH3:30])[CH:24]=1)=[O:22].